From a dataset of Catalyst prediction with 721,799 reactions and 888 catalyst types from USPTO. Predict which catalyst facilitates the given reaction. Reactant: [C:1]([O:5][C:6]([N:8]1[CH2:39][CH2:38][C:11]2([NH:15][CH:14]([CH2:16][C:17]3[CH:22]=[CH:21][C:20]([C:23]([CH3:26])([CH3:25])[CH3:24])=[CH:19][CH:18]=3)[N:13]([CH2:27][CH2:28][C:29]3[CH:34]=[CH:33][C:32]([O:35][CH3:36])=[CH:31][CH:30]=3)[C:12]2=[O:37])[CH2:10][CH2:9]1)=[O:7])([CH3:4])([CH3:3])[CH3:2].[CH3:40]I. Product: [C:1]([O:5][C:6]([N:8]1[CH2:9][CH2:10][C:11]2([N:15]([CH3:40])[CH:14]([CH2:16][C:17]3[CH:22]=[CH:21][C:20]([C:23]([CH3:24])([CH3:26])[CH3:25])=[CH:19][CH:18]=3)[N:13]([CH2:27][CH2:28][C:29]3[CH:30]=[CH:31][C:32]([O:35][CH3:36])=[CH:33][CH:34]=3)[C:12]2=[O:37])[CH2:38][CH2:39]1)=[O:7])([CH3:2])([CH3:3])[CH3:4]. The catalyst class is: 25.